From a dataset of Peptide-MHC class II binding affinity with 134,281 pairs from IEDB. Regression. Given a peptide amino acid sequence and an MHC pseudo amino acid sequence, predict their binding affinity value. This is MHC class II binding data. (1) The peptide sequence is RIDTPEVLKGPFTVR. The MHC is DRB5_0101 with pseudo-sequence DRB5_0101. The binding affinity (normalized) is 0.0351. (2) The peptide sequence is AAGTYVAADAAAASS. The MHC is HLA-DPA10201-DPB10101 with pseudo-sequence HLA-DPA10201-DPB10101. The binding affinity (normalized) is 0.189. (3) The peptide sequence is VSEYDKQKLVSTCIT. The MHC is DRB1_0101 with pseudo-sequence DRB1_0101. The binding affinity (normalized) is 0.684. (4) The peptide sequence is AAHSAAFEDLRVSSY. The MHC is HLA-DPA10103-DPB10401 with pseudo-sequence HLA-DPA10103-DPB10401. The binding affinity (normalized) is 0.251. (5) The peptide sequence is MSKITQSSQCLSKNQ. The MHC is DRB1_0101 with pseudo-sequence DRB1_0101. The binding affinity (normalized) is 0.585. (6) The peptide sequence is GILHNLSDLYALITE. The MHC is DRB1_0802 with pseudo-sequence DRB1_0802. The binding affinity (normalized) is 0.331.